From a dataset of Full USPTO retrosynthesis dataset with 1.9M reactions from patents (1976-2016). Predict the reactants needed to synthesize the given product. (1) The reactants are: CC1C=CC(S(O[CH2:12][CH:13]2[CH2:17][C:16]3[CH:18]=[C:19]([C:23]4[CH:28]=[CH:27][CH:26]=[CH:25][C:24]=4[Cl:29])[CH:20]=[C:21]([F:22])[C:15]=3[O:14]2)(=O)=O)=CC=1.[CH3:30][NH2:31]. Given the product [F:22][C:21]1[C:15]2[O:14][CH:13]([CH2:12][NH:31][CH3:30])[CH2:17][C:16]=2[CH:18]=[C:19]([C:23]2[CH:28]=[CH:27][CH:26]=[CH:25][C:24]=2[Cl:29])[CH:20]=1, predict the reactants needed to synthesize it. (2) The reactants are: C(O[C:6](=[O:31])[NH:7][C@H:8]([C:10](=[O:30])[NH:11][C@H:12]([B:17]1[O:25][C@H:24]2[C@:19]([CH3:29])([C@H:20]3[CH2:26][C@@H:22]([CH2:23]2)[C:21]3([CH3:28])[CH3:27])[O:18]1)[CH2:13][CH:14]([CH3:16])[CH3:15])[CH3:9])(C)(C)C.[CH:32]([C:35]1[CH:36]=[C:37]([NH:41][C@@H:42]([CH2:46][C:47]2[CH:52]=[C:51]([O:53][CH3:54])[C:50]([O:55][CH3:56])=[C:49]([O:57][CH3:58])[CH:48]=2)C(O)=O)[CH:38]=[CH:39][CH:40]=1)([CH3:34])[CH3:33]. Given the product [CH:32]([C:35]1[CH:36]=[C:37]([NH:41][C@@H:42]([CH2:46][C:47]2[CH:48]=[C:49]([O:57][CH3:58])[C:50]([O:55][CH3:56])=[C:51]([O:53][CH3:54])[CH:52]=2)[C:6]([NH:7][C@H:8]([C:10](=[O:30])[NH:11][C@H:12]([B:17]2[O:25][C@H:24]3[C@:19]([CH3:29])([C@H:20]4[CH2:26][C@@H:22]([CH2:23]3)[C:21]4([CH3:27])[CH3:28])[O:18]2)[CH2:13][CH:14]([CH3:16])[CH3:15])[CH3:9])=[O:31])[CH:38]=[CH:39][CH:40]=1)([CH3:34])[CH3:33], predict the reactants needed to synthesize it. (3) The reactants are: [CH2:1]([C@H:3]1[N:12]([C:13](=[O:22])[C:14]2[CH:19]=[CH:18][CH:17]=[C:16]([O:20]C)[CH:15]=2)[C:11]2[C:6](=[CH:7][C:8]([F:23])=[CH:9][CH:10]=2)[N:5]([CH3:24])[C:4]1=[O:25])[CH3:2].C([C@H]1N(C(=O)C2C=CC(O)=CC=2)C2C(=CC(F)=CC=2)N(C)C1=O)C. Given the product [CH2:1]([C@H:3]1[N:12]([C:13](=[O:22])[C:14]2[CH:19]=[CH:18][CH:17]=[C:16]([OH:20])[CH:15]=2)[C:11]2[C:6](=[CH:7][C:8]([F:23])=[CH:9][CH:10]=2)[N:5]([CH3:24])[C:4]1=[O:25])[CH3:2], predict the reactants needed to synthesize it. (4) Given the product [Br:1][C:2]1[C:3]([F:21])=[C:4]([CH:5]=[N:52][C:26]([O:25][Si:32]([CH3:39])([CH3:38])[CH3:31])=[CH2:27])[C:7]([O:10][CH2:11][CH2:12][O:13][Si:14]([C:17]([CH3:20])([CH3:19])[CH3:18])([CH3:16])[CH3:15])=[CH:8][CH:9]=1, predict the reactants needed to synthesize it. The reactants are: [Br:1][C:2]1[C:3]([F:21])=[C:4]([C:7]([O:10][CH2:11][CH2:12][O:13][Si:14]([C:17]([CH3:20])([CH3:19])[CH3:18])([CH3:16])[CH3:15])=[CH:8][CH:9]=1)[CH:5]=O.ClC1C=[C:25](C=CC=1)[CH:26]=[O:27].[CH3:31][Si:32]([CH3:39])([CH3:38])N[Si:32]([CH3:39])([CH3:38])[CH3:31].C([Li])CCC.C[Si](Cl)(C)C.C([N:52](CC)CC)C.C(Cl)(=O)C. (5) Given the product [Cl:3][C:4]1[CH:9]=[C:8]([Cl:10])[CH:7]=[CH:6][C:5]=1[C:11](=[O:13])[CH2:12][C:14]([O:15][CH3:16])=[O:17], predict the reactants needed to synthesize it. The reactants are: [H-].[Na+].[Cl:3][C:4]1[CH:9]=[C:8]([Cl:10])[CH:7]=[CH:6][C:5]=1[C:11](=[O:13])[CH3:12].[C:14](=O)([O:17]C)[O:15][CH3:16]. (6) The reactants are: [CH:1]1([C:4]([CH:26]2[CH2:28][CH2:27]2)([C:6]2[S:7][C:8]([C:11]3[CH:16]=[C:15]([N+:17]([O-])=O)[CH:14]=[C:13]([N:20]4[CH2:25][CH2:24][O:23][CH2:22][CH2:21]4)[CH:12]=3)=[CH:9][N:10]=2)[OH:5])[CH2:3][CH2:2]1.C(O)(=O)C. Given the product [NH2:17][C:15]1[CH:16]=[C:11]([C:8]2[S:7][C:6]([C:4]([CH:1]3[CH2:2][CH2:3]3)([CH:26]3[CH2:28][CH2:27]3)[OH:5])=[N:10][CH:9]=2)[CH:12]=[C:13]([N:20]2[CH2:25][CH2:24][O:23][CH2:22][CH2:21]2)[CH:14]=1, predict the reactants needed to synthesize it. (7) Given the product [CH3:20][N:21]1[CH:25]=[C:24]([C:26]2[CH:27]=[CH:28][C:29]([C:2]3[C:11]4[C:6](=[CH:7][CH:8]=[C:9]([NH:12][S:13]([N:16]5[CH2:19][CH2:18][CH2:17]5)(=[O:15])=[O:14])[CH:10]=4)[CH:5]=[N:4][CH:3]=3)=[CH:30][CH:31]=2)[CH:23]=[N:22]1, predict the reactants needed to synthesize it. The reactants are: Cl[C:2]1[C:11]2[C:6](=[CH:7][CH:8]=[C:9]([NH:12][S:13]([N:16]3[CH2:19][CH2:18][CH2:17]3)(=[O:15])=[O:14])[CH:10]=2)[CH:5]=[N:4][CH:3]=1.[CH3:20][N:21]1[CH:25]=[C:24]([C:26]2[CH:31]=[CH:30][C:29](B3OC(C)(C)C(C)(C)O3)=[CH:28][CH:27]=2)[CH:23]=[N:22]1.C(=O)([O-])[O-].[Na+].[Na+].O1CCOCC1. (8) Given the product [OH:27][CH2:26][CH2:25][O:24][CH2:23][CH2:22][O:19][C:16]1[CH:15]=[CH:14][C:13]([C:11](=[O:12])/[CH:10]=[CH:9]/[C:6]2[CH:5]=[CH:4][C:3]([N:2]([CH3:1])[CH3:20])=[CH:8][CH:7]=2)=[CH:18][CH:17]=1, predict the reactants needed to synthesize it. The reactants are: [CH3:1][N:2]([CH3:20])[C:3]1[CH:8]=[CH:7][C:6](/[CH:9]=[CH:10]/[C:11]([C:13]2[CH:18]=[CH:17][C:16]([OH:19])=[CH:15][CH:14]=2)=[O:12])=[CH:5][CH:4]=1.Cl[CH2:22][CH2:23][O:24][CH2:25][CH2:26][OH:27].C([O-])([O-])=O.[K+].[K+].O. (9) Given the product [F:1][C:2]1[CH:3]=[CH:4][C:5]([C:8]2[CH2:13][CH2:12][CH2:11][CH2:10][C:9]=2[C:14]2[CH:19]=[CH:18][N:17]=[C:16]([NH:20][C:21]([NH2:29])=[O:28])[CH:15]=2)=[CH:6][CH:7]=1, predict the reactants needed to synthesize it. The reactants are: [F:1][C:2]1[CH:7]=[CH:6][C:5]([C:8]2[CH2:13][CH2:12][CH2:11][CH2:10][C:9]=2[C:14]2[CH:19]=[CH:18][N:17]=[C:16]([NH2:20])[CH:15]=2)=[CH:4][CH:3]=1.[C:21]([N:29]=C=O)(=[O:28])C1C=CC=CC=1.C(=O)([O-])[O-].[K+].[K+].C(O)C.